From a dataset of Forward reaction prediction with 1.9M reactions from USPTO patents (1976-2016). Predict the product of the given reaction. (1) The product is: [CH3:31][C:30]1[N:8]2[CH:9]=[C:10]([NH:13][C:14](=[O:29])[C:15]3[CH:16]=[CH:17][C:18]([O:21][CH2:22][C:23]4[CH:28]=[CH:27][CH:26]=[CH:25][N:24]=4)=[CH:19][CH:20]=3)[CH:11]=[CH:12][C:7]2=[N:6][C:5]=1[CH2:4][CH2:3][CH2:2][N:32]1[CH2:37][CH2:36][O:35][CH2:34][CH2:33]1. Given the reactants O[CH2:2][CH2:3][CH2:4][C:5]1[N:6]=[C:7]2[CH:12]=[CH:11][C:10]([NH:13][C:14](=[O:29])[C:15]3[CH:20]=[CH:19][C:18]([O:21][CH2:22][C:23]4[CH:28]=[CH:27][CH:26]=[CH:25][N:24]=4)=[CH:17][CH:16]=3)=[CH:9][N:8]2[C:30]=1[CH3:31].[NH:32]1[CH2:37][CH2:36][O:35][CH2:34][CH2:33]1, predict the reaction product. (2) Given the reactants [Br:1][C:2]1[C:3]([NH2:8])=[N:4][N:5]([CH3:7])[CH:6]=1.C(N(CC)CC)C.[Cl:16][CH2:17][CH2:18][CH2:19][C:20](Cl)=[O:21].[Cl-].[NH4+], predict the reaction product. The product is: [Br:1][C:2]1[C:3]([NH:8][C:20](=[O:21])[CH2:19][CH2:18][CH2:17][Cl:16])=[N:4][N:5]([CH3:7])[CH:6]=1. (3) Given the reactants [N:1]1[C:10]2[C:5](=[CH:6][CH:7]=[CH:8][C:9]=2[C:11]([OH:13])=[O:12])[CH:4]=[CH:3][CH:2]=1.S(=O)(=O)(O)O.[CH2:19](O)[CH3:20], predict the reaction product. The product is: [N:1]1[C:10]2[C:5](=[CH:6][CH:7]=[CH:8][C:9]=2[C:11]([O:13][CH2:19][CH3:20])=[O:12])[CH:4]=[CH:3][CH:2]=1. (4) Given the reactants C(OC([NH:8][C@@H:9]([CH3:32])[C:10]([O:12][CH2:13][C@@H:14]1[C:18]([OH:20])([CH3:19])[C@:17]([F:22])([CH3:21])[CH:16]([N:23]2[CH:28]=[C:27]([CH3:29])[C:26](=[O:30])[NH:25][C:24]2=[O:31])[O:15]1)=[O:11])=O)(C)(C)C.FC(F)(F)C(O)=O.O.C(=O)(O)[O-].[Na+], predict the reaction product. The product is: [NH2:8][CH:9]([CH3:32])[C:10]([O:12][CH2:13][C@@H:14]1[C:18]([OH:20])([CH3:19])[C@:17]([F:22])([CH3:21])[CH:16]([N:23]2[CH:28]=[C:27]([CH3:29])[C:26](=[O:30])[NH:25][C:24]2=[O:31])[O:15]1)=[O:11]. (5) The product is: [CH:1]1([N:7]2[CH2:12][CH2:11][N:10]([C:13]([CH:15]3[C:23]4[C:18](=[CH:19][CH:20]=[CH:21][CH:22]=4)[N:17]([C@H:25]4[CH2:26][CH2:27][C@H:28]([NH:31][C:32](=[O:38])[O:33][C:34]([CH3:36])([CH3:35])[CH3:37])[CH2:29][CH2:30]4)[CH2:16]3)=[O:14])[CH2:9][CH2:8]2)[CH2:6][CH2:5][CH2:4][CH2:3][CH2:2]1. Given the reactants [CH:1]1([N:7]2[CH2:12][CH2:11][N:10]([C:13]([CH:15]3[C:23]4[C:18](=[CH:19][CH:20]=[CH:21][CH:22]=4)[NH:17][CH2:16]3)=[O:14])[CH2:9][CH2:8]2)[CH2:6][CH2:5][CH2:4][CH2:3][CH2:2]1.O=[C:25]1[CH2:30][CH2:29][CH:28]([NH:31][C:32](=[O:38])[O:33][C:34]([CH3:37])([CH3:36])[CH3:35])[CH2:27][CH2:26]1.C(O)(=O)C.[BH-](OC(C)=O)(OC(C)=O)OC(C)=O.[Na+], predict the reaction product. (6) Given the reactants [NH2:1][C:2]1[C:3]([N+:24]([O-])=O)=[CH:4][C:5]2[O:10][C:9]([CH3:12])([CH3:11])[C@H:8]([OH:13])[C@@H:7]([NH:14][CH2:15][CH2:16][C:17]3[CH:22]=[CH:21][CH:20]=[CH:19][CH:18]=3)[C:6]=2[CH:23]=1, predict the reaction product. The product is: [NH2:1][C:2]1[C:3]([NH2:24])=[CH:4][C:5]2[O:10][C:9]([CH3:11])([CH3:12])[C@H:8]([OH:13])[C@@H:7]([NH:14][CH2:15][CH2:16][C:17]3[CH:22]=[CH:21][CH:20]=[CH:19][CH:18]=3)[C:6]=2[CH:23]=1. (7) Given the reactants [I:1][C:2]1[N:3]=[C:4]([CH:8]2[CH2:10][CH2:9]2)[N:5]([CH3:7])[CH:6]=1.Cl.BrC1N=C(C2CC2)N(C)C=1.C1(C2N(C)C=CN=2)CC1.C([O-])([O-])=O.[K+].[K+].C1C(=O)N([I:44])C(=O)C1, predict the reaction product. The product is: [I:1][C:2]1[N:3]=[C:4]([CH:8]2[CH2:10][CH2:9]2)[N:5]([CH3:7])[C:6]=1[I:44]. (8) Given the reactants [F:1][C:2]1[CH:17]=[C:16]([N+:18]([O-])=O)[C:15]([O:21][CH3:22])=[CH:14][C:3]=1[C:4]([NH:6][CH:7]1[CH2:12][CH2:11][N:10]([CH3:13])[CH2:9][CH2:8]1)=[O:5], predict the reaction product. The product is: [NH2:18][C:16]1[C:15]([O:21][CH3:22])=[CH:14][C:3]([C:4]([NH:6][CH:7]2[CH2:12][CH2:11][N:10]([CH3:13])[CH2:9][CH2:8]2)=[O:5])=[C:2]([F:1])[CH:17]=1. (9) Given the reactants C(OC(=O)N[CH2:8][CH2:9][NH:10][C:11](=O)[CH:12]([C:14]1[CH:19]=[CH:18][C:17]([OH:20])=[CH:16][CH:15]=1)C)(C)(C)C.[ClH:23].CN(C)[CH2:26][CH2:27][CH2:28][N:29]=C=NCC.N1C2C(=NC=CC=2)N([OH:44])N=1.NCC[C:48]1[CH:53]=[CH:52][C:51]([OH:54])=[CH:50][CH:49]=1.C[N:56](C)[CH:57]=[O:58], predict the reaction product. The product is: [Cl:23][C:50]1[CH:49]=[C:48]([C:28]2[CH2:27][CH2:26][C:57](=[O:58])[NH:56][N:29]=2)[CH:53]=[CH:52][C:51]=1[O:54][CH2:8][C:9]([NH:10][CH2:11][CH2:12][C:14]1[CH:15]=[CH:16][C:17]([OH:20])=[CH:18][CH:19]=1)=[O:44].